This data is from NCI-60 drug combinations with 297,098 pairs across 59 cell lines. The task is: Regression. Given two drug SMILES strings and cell line genomic features, predict the synergy score measuring deviation from expected non-interaction effect. Drug 1: C1=CC(=CC=C1CCC2=CNC3=C2C(=O)NC(=N3)N)C(=O)NC(CCC(=O)O)C(=O)O. Drug 2: CN(C)N=NC1=C(NC=N1)C(=O)N. Cell line: HOP-62. Synergy scores: CSS=35.6, Synergy_ZIP=-6.85, Synergy_Bliss=8.00, Synergy_Loewe=-57.2, Synergy_HSA=5.08.